Dataset: NCI-60 drug combinations with 297,098 pairs across 59 cell lines. Task: Regression. Given two drug SMILES strings and cell line genomic features, predict the synergy score measuring deviation from expected non-interaction effect. (1) Drug 1: CC1C(C(=O)NC(C(=O)N2CCCC2C(=O)N(CC(=O)N(C(C(=O)O1)C(C)C)C)C)C(C)C)NC(=O)C3=C4C(=C(C=C3)C)OC5=C(C(=O)C(=C(C5=N4)C(=O)NC6C(OC(=O)C(N(C(=O)CN(C(=O)C7CCCN7C(=O)C(NC6=O)C(C)C)C)C)C(C)C)C)N)C. Drug 2: C1C(C(OC1N2C=NC3=C(N=C(N=C32)Cl)N)CO)O. Cell line: NCI/ADR-RES. Synergy scores: CSS=41.6, Synergy_ZIP=0.466, Synergy_Bliss=-1.36, Synergy_Loewe=-9.32, Synergy_HSA=-0.276. (2) Drug 1: COC1=CC(=CC(=C1O)OC)C2C3C(COC3=O)C(C4=CC5=C(C=C24)OCO5)OC6C(C(C7C(O6)COC(O7)C8=CC=CS8)O)O. Drug 2: CC1=C2C(C(=O)C3(C(CC4C(C3C(C(C2(C)C)(CC1OC(=O)C(C(C5=CC=CC=C5)NC(=O)C6=CC=CC=C6)O)O)OC(=O)C7=CC=CC=C7)(CO4)OC(=O)C)O)C)OC(=O)C. Cell line: UACC62. Synergy scores: CSS=43.2, Synergy_ZIP=-8.75, Synergy_Bliss=-10.1, Synergy_Loewe=-7.15, Synergy_HSA=-4.67.